This data is from HIV replication inhibition screening data with 41,000+ compounds from the AIDS Antiviral Screen. The task is: Binary Classification. Given a drug SMILES string, predict its activity (active/inactive) in a high-throughput screening assay against a specified biological target. (1) The molecule is CC(=O)Oc1ccc(C=CC(=O)NCCOC(=O)C=Cc2ccc(OC(C)=O)c(OC(C)=O)c2)cc1OC(C)=O. The result is 0 (inactive). (2) The drug is COc1ccc2c(c1)OCC1c3cc(OC)c(OCc4ccccc4)cc3OC21. The result is 1 (active).